From a dataset of Forward reaction prediction with 1.9M reactions from USPTO patents (1976-2016). Predict the product of the given reaction. (1) Given the reactants [CH3:1][NH:2][C:3]1[CH:12]=[CH:11][C:10]2[C:5](=[CH:6]C=CC=2)[N:4]=1.[C:13]1([C:13]2[CH:18]=[CH:17][CH:16]=[CH:15][CH:14]=2)[CH:18]=[CH:17][CH:16]=[CH:15][C:14]=1C(C1C=CC=C([C:13]2[C:18]3[C:17](=CC=CC=3)[CH:16]=[CH:15][CH:14]=2)N=1)N[C:13]1[C:18](C(C)C)=[CH:17][CH:16]=[CH:15][C:14]=1C(C)C, predict the reaction product. The product is: [CH2:1]([NH:2][C:3]1[CH:12]=[CH:11][CH:10]=[C:5]([CH3:6])[N:4]=1)[C:13]1[CH:18]=[CH:17][CH:16]=[CH:15][CH:14]=1. (2) Given the reactants [Cl:1][C:2]1[CH:7]=[C:6]2[NH:8][C:9](=[O:42])[C:10]3([CH:15]([C:16]4[CH:21]=[C:20]([Cl:22])[CH:19]=[CH:18][C:17]=4[O:23][C:24]([C:29]([O:31]C)=[O:30])([CH2:27][CH3:28])[CH2:25][CH3:26])[CH2:14][C:13](=[O:33])[NH:12][CH:11]3[C:34]3[CH:39]=[C:38]([F:40])[CH:37]=[CH:36][C:35]=3[CH3:41])[C:5]2=[CH:4][C:3]=1[F:43].O[Li].O.O.Cl, predict the reaction product. The product is: [Cl:1][C:2]1[CH:7]=[C:6]2[NH:8][C:9](=[O:42])[C:10]3([CH:15]([C:16]4[CH:21]=[C:20]([Cl:22])[CH:19]=[CH:18][C:17]=4[O:23][C:24]([C:29]([OH:31])=[O:30])([CH2:27][CH3:28])[CH2:25][CH3:26])[CH2:14][C:13](=[O:33])[NH:12][CH:11]3[C:34]3[CH:39]=[C:38]([F:40])[CH:37]=[CH:36][C:35]=3[CH3:41])[C:5]2=[CH:4][C:3]=1[F:43]. (3) Given the reactants [NH2:1][CH2:2][CH2:3][S:4][C:5]1[C:6]([C:13]([O:15]CC)=O)=[N:7][C:8]([O:11][CH3:12])=[N:9][CH:10]=1.C1COCC1.C[O-].[Na+], predict the reaction product. The product is: [CH3:12][O:11][C:8]1[N:9]=[CH:10][C:5]2[S:4][CH2:3][CH2:2][NH:1][C:13](=[O:15])[C:6]=2[N:7]=1. (4) The product is: [CH3:9][C:7]([NH:10][C:11](=[O:20])[O:12][CH2:13][C:14]1[CH:19]=[CH:18][CH:17]=[CH:16][CH:15]=1)([CH3:8])[C:6](=[O:21])[NH:5][CH2:4][CH:3]=[O:2]. Given the reactants C[O:2][CH:3](OC)[CH2:4][NH:5][C:6](=[O:21])[C:7]([NH:10][C:11](=[O:20])[O:12][CH2:13][C:14]1[CH:19]=[CH:18][CH:17]=[CH:16][CH:15]=1)([CH3:9])[CH3:8].Cl.C(OCC)(=O)C, predict the reaction product.